Dataset: Reaction yield outcomes from USPTO patents with 853,638 reactions. Task: Predict the reaction yield, written as a fraction of the theoretical maximum amount of product (1.0 means a 100% yield; for example, 0.34 means a 34% yield). (1) The reactants are [C:1]1([CH3:12])[CH:6]=[CH:5][C:4]([O:7][CH2:8][C:9]([OH:11])=O)=[CH:3][CH:2]=1.[NH2:13][CH2:14][CH:15]([OH:27])[CH2:16][N:17]1[CH2:26][CH2:25][C:24]2[C:19](=[CH:20][CH:21]=[CH:22][CH:23]=2)[CH2:18]1.C1N(P(Cl)(N2C(=O)OCC2)=O)C(=O)OC1.CCN(C(C)C)C(C)C. The catalyst is C(Cl)Cl. The product is [CH2:18]1[C:19]2[C:24](=[CH:23][CH:22]=[CH:21][CH:20]=2)[CH2:25][CH2:26][N:17]1[CH2:16][CH:15]([OH:27])[CH2:14][NH:13][C:9](=[O:11])[CH2:8][O:7][C:4]1[CH:3]=[CH:2][C:1]([CH3:12])=[CH:6][CH:5]=1. The yield is 0.131. (2) The reactants are [Br:1][C:2]1[C:10]2[O:9][CH:8]([CH2:11][OH:12])[CH2:7][C:6]=2[CH:5]=[C:4]([CH:13]2[CH2:17][CH2:16][CH2:15][CH2:14]2)[CH:3]=1.[C:18]1([CH3:28])[CH:23]=[CH:22][C:21]([S:24](Cl)(=[O:26])=[O:25])=[CH:20][CH:19]=1.CC1C=CC(S(OCC2CC3C(C(F)(F)F)=CC=C(Cl)C=3O2)(=O)=O)=CC=1. No catalyst specified. The product is [CH3:28][C:18]1[CH:23]=[CH:22][C:21]([S:24]([O:12][CH2:11][CH:8]2[CH2:7][C:6]3[CH:5]=[C:4]([CH:13]4[CH2:14][CH2:15][CH2:16][CH2:17]4)[CH:3]=[C:2]([Br:1])[C:10]=3[O:9]2)(=[O:26])=[O:25])=[CH:20][CH:19]=1. The yield is 0.700. (3) The reactants are [OH:1][C:2]1[C:3]([CH3:16])=[C:4]([C:8]([C:10]2[CH:15]=[CH:14][CH:13]=[CH:12][CH:11]=2)=O)[CH:5]=[CH:6][CH:7]=1.C([SiH](CC)CC)C.C(O)(C(F)(F)F)=O.[NH4+].[Cl-]. The catalyst is C(Cl)Cl. The product is [CH2:8]([C:4]1[C:3]([CH3:16])=[C:2]([OH:1])[CH:7]=[CH:6][CH:5]=1)[C:10]1[CH:11]=[CH:12][CH:13]=[CH:14][CH:15]=1. The yield is 0.800. (4) The reactants are [CH3:1][C:2](=O)[CH2:3][CH3:4].Cl.[Br:7][C:8]1[CH:13]=[CH:12][C:11]([NH:14]N)=[CH:10][CH:9]=1. The catalyst is CCO. The product is [Br:7][C:8]1[CH:13]=[C:12]2[C:11](=[CH:10][CH:9]=1)[NH:14][C:3]([CH3:4])=[C:2]2[CH3:1]. The yield is 0.670. (5) The reactants are [H-].[Na+].[CH3:3][O:4][C:5]([C:14]1[C:19]([CH2:20][CH2:21][CH3:22])=[CH:18][C:17]([NH:23][C:24]([C:26]2[C:27]([CH3:33])=[N:28][N:29]([CH3:32])[C:30]=2[CH3:31])=[O:25])=[C:16]([CH3:34])[CH:15]=1)([C:10]([F:13])([F:12])[F:11])[C:6]([F:9])([F:8])[F:7].[C:35](OC(=O)C)(=[O:37])[CH3:36].Cl. The catalyst is O1CCCC1. The product is [C:35]([N:23]([C:17]1[CH:18]=[C:19]([CH2:20][CH2:21][CH3:22])[C:14]([C:5]([O:4][CH3:3])([C:6]([F:9])([F:8])[F:7])[C:10]([F:13])([F:11])[F:12])=[CH:15][C:16]=1[CH3:34])[C:24]([C:26]1[C:27]([CH3:33])=[N:28][N:29]([CH3:32])[C:30]=1[CH3:31])=[O:25])(=[O:37])[CH3:36]. The yield is 0.520. (6) The reactants are [F:1][C:2]([F:14])([F:13])[C:3]1[O:7][N:6]=[C:5]([C:8]([O:10]CC)=[O:9])[CH:4]=1.[OH-].[Na+]. The catalyst is CO. The product is [F:14][C:2]([F:1])([F:13])[C:3]1[O:7][N:6]=[C:5]([C:8]([OH:10])=[O:9])[CH:4]=1. The yield is 1.06.